From a dataset of Full USPTO retrosynthesis dataset with 1.9M reactions from patents (1976-2016). Predict the reactants needed to synthesize the given product. (1) Given the product [Cl:22][C:16]([C@@H:9]1[CH2:10][C:11]([F:15])([F:14])[CH2:12][CH2:13][C@H:8]1[C:6]([O:5][C:1]([CH3:4])([CH3:3])[CH3:2])=[O:7])=[O:18], predict the reactants needed to synthesize it. The reactants are: [C:1]([O:5][C:6]([C@@H:8]1[CH2:13][CH2:12][C:11]([F:15])([F:14])[CH2:10][C@H:9]1[C:16]([OH:18])=O)=[O:7])([CH3:4])([CH3:3])[CH3:2].C(Cl)(=O)C([Cl:22])=O. (2) The reactants are: [C:1]([CH2:3][C:4]([OH:6])=O)#[N:2].[O-]S([O-])(=O)=O.[Mg+2].[CH2:13]([Li])[CH2:14][CH2:15][CH3:16].C1(CC(Cl)=O)CC1. Given the product [CH:15]1([CH2:16][C:4](=[O:6])[CH2:3][C:1]#[N:2])[CH2:13][CH2:14]1, predict the reactants needed to synthesize it. (3) Given the product [ClH:1].[C:2]12([C:12]3[N:13]=[C:14]4[N:18]([CH:19]=3)[C:17]([C:20]3[CH:21]=[CH:22][C:23]([O:27][CH3:28])=[C:24]([NH:26][C:29](=[O:31])[CH3:30])[CH:25]=3)=[CH:16][S:15]4)[CH2:11][CH:6]3[CH2:5][CH:4]([CH2:10][CH:8]([CH2:7]3)[CH2:9]1)[CH2:3]2, predict the reactants needed to synthesize it. The reactants are: [ClH:1].[C:2]12([C:12]3[N:13]=[C:14]4[N:18]([CH:19]=3)[C:17]([C:20]3[CH:21]=[CH:22][C:23]([O:27][CH3:28])=[C:24]([NH2:26])[CH:25]=3)=[CH:16][S:15]4)[CH2:11][CH:6]3[CH2:7][CH:8]([CH2:10][CH:4]([CH2:5]3)[CH2:3]1)[CH2:9]2.[C:29](OC(=O)C)(=[O:31])[CH3:30].